Dataset: Full USPTO retrosynthesis dataset with 1.9M reactions from patents (1976-2016). Task: Predict the reactants needed to synthesize the given product. (1) Given the product [Cl:1][C:2]1[CH:7]=[CH:6][C:5]([C:8]([C:11]2[N:15]([C:16]3[CH:17]=[CH:18][C:19]([F:22])=[CH:20][CH:21]=3)[C:14]([S:23][CH2:24][C:25]3[C:26]([F:41])=[CH:27][C:28]([S:32]([NH:35][C:36](=[O:40])[NH:44][N:45]4[CH2:50][CH2:49][O:48][CH2:47][CH2:46]4)(=[O:34])=[O:33])=[CH:29][C:30]=3[F:31])=[N:13][CH:12]=2)([CH3:10])[CH3:9])=[CH:4][C:3]=1[O:42][CH3:43], predict the reactants needed to synthesize it. The reactants are: [Cl:1][C:2]1[CH:7]=[CH:6][C:5]([C:8]([C:11]2[N:15]([C:16]3[CH:21]=[CH:20][C:19]([F:22])=[CH:18][CH:17]=3)[C:14]([S:23][CH2:24][C:25]3[C:30]([F:31])=[CH:29][C:28]([S:32]([NH:35][C:36](=[O:40])OCC)(=[O:34])=[O:33])=[CH:27][C:26]=3[F:41])=[N:13][CH:12]=2)([CH3:10])[CH3:9])=[CH:4][C:3]=1[O:42][CH3:43].[NH2:44][N:45]1[CH2:50][CH2:49][O:48][CH2:47][CH2:46]1. (2) The reactants are: N[C@@H]1CCCCN(C(NC2CCC2)=O)C1=O.CC(O[C:22](=[O:39])[NH:23][C@H:24]1[CH2:30][CH2:29][CH2:28][CH2:27][N:26]([C:31]([NH:33][CH:34]2[CH2:37][CH2:36][CH2:35]2)=[O:32])[C:25]1=[O:38])(C)C.C(O)(C(F)(F)F)=O.ClC(OC1C=CC([N+]([O-])=O)=CC=1)=O.C(N(C(C)C)CC)(C)C.[Cl:69][C:70]1[CH:79]=[C:78]2[C:73]([C:74]([N:81]3[CH2:86][CH2:85][NH:84][CH2:83][CH2:82]3)=[CH:75][C:76]([NH2:80])=[N:77]2)=[CH:72][CH:71]=1. Given the product [NH2:80][C:76]1[CH:75]=[C:74]([N:81]2[CH2:82][CH2:83][N:84]([C:22]([NH:23][C@H:24]3[CH2:30][CH2:29][CH2:28][CH2:27][N:26]([C:31]([NH:33][CH:34]4[CH2:35][CH2:36][CH2:37]4)=[O:32])[C:25]3=[O:38])=[O:39])[CH2:85][CH2:86]2)[C:73]2[C:78](=[CH:79][C:70]([Cl:69])=[CH:71][CH:72]=2)[N:77]=1, predict the reactants needed to synthesize it. (3) Given the product [NH2:11][CH2:10][CH2:9][CH2:8][N:5]1[CH2:4][CH2:3][N:2]([CH3:1])[CH2:7][CH2:6]1, predict the reactants needed to synthesize it. The reactants are: [CH3:1][N:2]1[CH2:7][CH2:6][N:5]([CH2:8][CH2:9][CH2:10][N:11]2C(=O)C3=CC=CC=C3C2=O)[CH2:4][CH2:3]1.O.NN.Cl.C([O-])([O-])=O.[K+].[K+]. (4) Given the product [CH2:1]([O:8][C:9]1[CH:14]=[CH:13][C:12]([N:18]2[CH2:23][CH2:22][O:21][CH2:20][CH2:19]2)=[CH:11][C:10]=1[O:16][CH3:17])[C:2]1[CH:7]=[CH:6][CH:5]=[CH:4][CH:3]=1, predict the reactants needed to synthesize it. The reactants are: [CH2:1]([O:8][C:9]1[CH:14]=[CH:13][C:12](Br)=[CH:11][C:10]=1[O:16][CH3:17])[C:2]1[CH:7]=[CH:6][CH:5]=[CH:4][CH:3]=1.[NH:18]1[CH2:23][CH2:22][O:21][CH2:20][CH2:19]1.C1C=CC(P(C2C(C3C(P(C4C=CC=CC=4)C4C=CC=CC=4)=CC=C4C=3C=CC=C4)=C3C(C=CC=C3)=CC=2)C2C=CC=CC=2)=CC=1.CC(C)([O-])C.[Na+].C(=O)([O-])O.[Na+]. (5) Given the product [Br:18][C:11]1[C:10]2[CH2:9][CH2:8][CH:7]([C:1]3[CH:6]=[CH:5][CH:4]=[CH:3][CH:2]=3)[CH2:16][C:15]=2[C:14]([NH2:17])=[N:13][CH:12]=1, predict the reactants needed to synthesize it. The reactants are: [C:1]1([CH:7]2[CH2:16][C:15]3[C:14]([NH2:17])=[N:13][CH:12]=[CH:11][C:10]=3[CH2:9][CH2:8]2)[CH:6]=[CH:5][CH:4]=[CH:3][CH:2]=1.[Br:18]N1C(=O)CCC1=O.[Cl-].[NH4+].C(OCC)(=O)C. (6) Given the product [CH3:4][CH2:3][CH:2]=[CH2:1].[CH2:1]=[CH:2][CH2:3][CH2:4][CH2:5][CH3:6], predict the reactants needed to synthesize it. The reactants are: [CH3:1][CH2:2][CH2:3][CH2:4][CH:5]=[CH2:6].CCC=C. (7) Given the product [CH3:1][O:2][C:3]1[CH:23]=[CH:22][C:6]([O:7][C:8]2[S:9][C:10]([C:13]3[CH:18]=[CH:17][C:16]([CH:19]([NH:21][C:27]([NH2:29])=[O:28])[CH3:20])=[CH:15][CH:14]=3)=[CH:11][N:12]=2)=[CH:5][CH:4]=1, predict the reactants needed to synthesize it. The reactants are: [CH3:1][O:2][C:3]1[CH:23]=[CH:22][C:6]([O:7][C:8]2[S:9][C:10]([C:13]3[CH:18]=[CH:17][C:16]([CH:19]([NH2:21])[CH3:20])=[CH:15][CH:14]=3)=[CH:11][N:12]=2)=[CH:5][CH:4]=1.[Cl-].ClC(Cl)(Cl)[C:27]([N:29]=C=O)=[O:28].C([O-])([O-])=O.[Na+].[Na+]. (8) Given the product [Cl:19][CH2:20][C:21]1[N:6]([C:7]2[CH:12]=[CH:11][CH:10]=[CH:9][C:8]=2[Cl:13])[C:4](=[O:5])[C:3]2[C:2](=[CH:17][C:16]([F:18])=[CH:15][CH:14]=2)[N:1]=1, predict the reactants needed to synthesize it. The reactants are: [NH2:1][C:2]1[CH:17]=[C:16]([F:18])[CH:15]=[CH:14][C:3]=1[C:4]([NH:6][C:7]1[CH:12]=[CH:11][CH:10]=[CH:9][C:8]=1[Cl:13])=[O:5].[Cl:19][CH2:20][C:21](Cl)=O.